This data is from Forward reaction prediction with 1.9M reactions from USPTO patents (1976-2016). The task is: Predict the product of the given reaction. (1) Given the reactants [CH3:1][O:2][C:3]1[CH:13]=[CH:12][C:6]2[NH:7][C:8](=[O:11])[CH2:9][O:10][C:5]=2[CH:4]=1.[H-].[Na+].Br[CH2:17][C:18]([O:20][CH2:21][CH3:22])=[O:19].FC(F)(F)C(O)=O, predict the reaction product. The product is: [CH3:1][O:2][C:3]1[CH:13]=[CH:12][C:6]2[N:7]([CH2:17][C:18]([O:20][CH2:21][CH3:22])=[O:19])[C:8](=[O:11])[CH2:9][O:10][C:5]=2[CH:4]=1. (2) Given the reactants Cl.[CH2:2]([O:9][C:10]1[CH:11]=[C:12]([CH:20]=[CH:21][CH:22]=1)[CH2:13][N:14]1[CH2:19][CH2:18][NH:17][CH2:16][CH2:15]1)[C:3]1[CH:8]=[CH:7][CH:6]=[CH:5][CH:4]=1.[N:23]1[CH:28]=[CH:27][CH:26]=[C:25]([NH:29][C:30](OC2C=CC=CC=2)=[O:31])[CH:24]=1.C(=O)([O-])O.[Na+], predict the reaction product. The product is: [CH2:2]([O:9][C:10]1[CH:11]=[C:12]([CH:20]=[CH:21][CH:22]=1)[CH2:13][N:14]1[CH2:15][CH2:16][N:17]([C:30]([NH:29][C:25]2[CH:24]=[N:23][CH:28]=[CH:27][CH:26]=2)=[O:31])[CH2:18][CH2:19]1)[C:3]1[CH:4]=[CH:5][CH:6]=[CH:7][CH:8]=1. (3) Given the reactants C[Si]([C:5]#[C:6][C:7]1[CH:8]=[CH:9][C:10]2[N:14]=[C:13]([CH2:15][NH:16][C:17](=[O:23])[O:18][C:19]([CH3:22])([CH3:21])[CH3:20])[NH:12][C:11]=2[CH:24]=1)(C)C.C(=O)([O-])[O-].[K+].[K+], predict the reaction product. The product is: [C:6]([C:7]1[CH:8]=[CH:9][C:10]2[N:14]=[C:13]([CH2:15][NH:16][C:17](=[O:23])[O:18][C:19]([CH3:20])([CH3:21])[CH3:22])[NH:12][C:11]=2[CH:24]=1)#[CH:5].